From a dataset of Experimentally validated miRNA-target interactions with 360,000+ pairs, plus equal number of negative samples. Binary Classification. Given a miRNA mature sequence and a target amino acid sequence, predict their likelihood of interaction. (1) The miRNA is hsa-miR-644a with sequence AGUGUGGCUUUCUUAGAGC. The protein sequence of the target gene is MALASAAPGSIFCKQLLFSLLVLTLLCDACQKVYLRVPSHLQAETLVGKVNLEECLKSASLIRSSDPAFRILEDGSIYTTHDLILSSERKSFSIFLSDGQRREQQEIKVVLSARENKSPKKRHTKDTALKRSKRRWAPIPASLMENSLGPFPQHVQQIQSDAAQNYTIFYSISGPGVDKEPFNLFYIEKDTGDIFCTRSIDREKYEQFALYGYATTADGYAPEYPLPLIIKIEDDNDNAPYFEHRVTIFTVPENCRSGTSVGKVTATDLDEPDTLHTRLKYKILQQIPDHPKHFSIHPDT.... Result: 0 (no interaction). (2) The miRNA is mmu-miR-883a-3p with sequence UAACUGCAACAGCUCUCAGUAU. The protein sequence of the target gene is MPGKLRSGAKLGSDGAEESMETLPKPSEKKTRKEKTKSKTEEATEGMEEAVSSKAKKTNKKGPSEDDVDPPKSRKAKKQEEEPQDDTASTSKTSKKKKEPLEKQADSETKEIITEEPSEEEADMPKPKKMKKGKEANGDAGEKSPKLKNGLSQPSEEEADIPKPKKMKKGKEANGDAGEKSPKLKNGLSQPSEEEVDIPKPKKMKKGKEASGDAGEKSPRLKDGLSQPSEPKSNSSDAPGEESSSETEKEIPVEQKEGAFSNFPISEETVKLLKARGVNFLFPIQAKTFHHVYSGKDLIA.... Result: 0 (no interaction). (3) The miRNA is hsa-miR-382-5p with sequence GAAGUUGUUCGUGGUGGAUUCG. The protein sequence of the target gene is MSANPRWDISRALGVAKLFHLVCGVREACVTPFLTLYLRQLGLAAPWVGTLMGTKHLIAAFWAPVCAFLAKSYRKRRALLIGSLLGSVGASLLMVLVPPVDKNRVHFPCNGSSGLTSTDALPGVTLPVNITSAQESASSHPAKRTAEVEMPGFRNPPGESDRETFRDLHVYLAPSVEGARTTSQALLHPVTSGLKDHPWEVTFEVVKTALPLLPGGKGPGNPANLSGTKGKAWAFDLSLEALRRTFILSLGSVAFWELLTAPLEQVADDSLYEFLDFVDATDRYRSLWVWRLLGMSAGVC.... Result: 0 (no interaction). (4) Result: 1 (interaction). The miRNA is mmu-miR-7211-5p with sequence UCUUUCCCUCUGCCACUCCACC. The protein sequence of the target gene is MVASARVQKLVRRYKLAIATALAILLLQGLVVWSFSGLEEDEPGEKGRQRKPRPLDPGEGSKDTDSSAGRRGSAGRRHGRWRGRAESPGVPVAKVVRAVTSRQRASRRVPPAPPPEAPGRQNLSGAAAGEALIGAPGFPQHGDTGSVEGAPQPTDNTFTPKCEIVGKDALSALARASTKQCQQEIANVVCLHQAGNLMPKSVPRHCQLAGKMSPGVQWEEIRAQQPVGGPPVRIAYMLVVHGRAIRQLKRLLKAVYHEQHFFYIHVDKRSNYLYREVVELAQHYENVRVTPWRMVTIWGG.... (5) The miRNA is hsa-miR-188-5p with sequence CAUCCCUUGCAUGGUGGAGGG. The protein sequence of the target gene is MQQAPQPYEFFSEENSPKWRGLLVSALRKVQEQVHPTLSANEESLYYIEELIFQLLNKLCMAQPRTVQDVEERVQKTFPHPIDKWAIADAQSAIEKRKRRNPLLLPVDKIHPSLKEVLGYKVDYHVSLYIVAVLEYISADILKLAGNYVFNIRHYEISQQDIKVSMCADKVLMDMFDQDDIGLVSLCEDEPSSSGELNYYDLVRTEIAEERQYLRELNMIIKVFREAFLSDRKLFKPSDIEKIFSNISDIHELTVKLLGLIEDTVEMTDESSPHPLAGSCFEDLAEEQAFDPYETLSQDI.... Result: 1 (interaction). (6) The miRNA is hsa-miR-544b with sequence ACCUGAGGUUGUGCAUUUCUAA. The protein sequence of the target gene is MADTDLFMECEEEELEPWQKISDVIEDSVVEDYNSVDKTTSVSVSQQPVSAPVPIAAHASVAGHLSTSTTVSNSGAQNSDSTKKTLVTLIANNNAGNTLVQQGGQPLILTQNPAPGLGTMVTQPVLRPVQVMQNANHVTSSPVASQPIFITTQGFPVRNVRPVQNAMNQVGIVLNVQQGQTVRPITLVPAPGTQFVKPTVGVPQVFSQMTPVRPGSTMPVRPTTNTFTTVIPATLTIRSTVPQSQSQQTKSTPSTSTTPTATQPTSLGQLAGQPPGQSNQTSNPKLAPSFPSPPAVSIAS.... Result: 0 (no interaction). (7) The miRNA is rno-miR-19b-3p with sequence UGUGCAAAUCCAUGCAAAACUGA. The protein sequence of the target gene is MKSGSGGGSPTSLWGLVFLSAALSLWPTSGEICGPGIDIRNDYQQLKRLENCTVIEGFLHILLISKAEDYRSYRFPKLTVITEYLLLFRVAGLESLGDLFPNLTVIRGWKLFYNYALVIFEMTNLKDIGLYNLRNITRGAIRIEKNADLCYLSTIDWSLILDAVSNNYIVGNKPPKECGDLCPGTLEEKPMCEKTTINNEYNYRCWTTNRCQKMCPSVCGKRACTENNECCHPECLGSCHTPDDNTTCVACRHYYYKGVCVPACPPGTYRFEGWRCVDRDFCANIPNAESSDSDGFVIHD.... Result: 0 (no interaction). (8) The miRNA is hsa-miR-103a-3p with sequence AGCAGCAUUGUACAGGGCUAUGA. The protein sequence of the target gene is MTFGRSGAASVVLNVGGARYSLSRELLKDFPLRRVSRLHGCRSERDVLEVCDDYDRERNEYFFDRHSEAFGFILLYVRGHGKLRFAPRMCELSFYNEMIYWGLEGAHLEYCCQRRLDDRMSDTYTFYSADEPGVLGRDEARPGGAEAAPSRRWLERMRRTFEEPTSSLAAQILASVSVVFVIVSMVVLCASTLPDWRNAAADNRSLDDRSRYSAGPGREPSGIIEAICIGWFTAECIVRFIVSKNKCEFVKRPLNIIDLLAITPYYISVLMTVFTGENSQLQRAGVTLRVLRMMRIFWVI.... Result: 1 (interaction). (9) The miRNA is mmu-miR-466f with sequence ACGUGUGUGUGCAUGUGCAUGU. The protein sequence of the target gene is MRKTNMWFLERLRGSGENGAARGVGSEAGDKASKGPLYSNVLTPDKIPDFFIPPKLPSGPAEGEGQAALGPSTSEQNLASAAPRQTPRSPRLPAKLAAESKSLLKAATRHVIQIESAEDWLSEEATDADPQAQGAMSLPSVPKAQTSYGFAMLAESPHTRRKESLFHSEHGALAQVGSPGAGRRRAAAKANGGDGGPREAGGALMSPGRYFSGGESDTGSSAESSPFGSPLLSRSVSLLKGFAQDSQAKVSQLRHSVGRHGSLSADDSTPDASPGSRRRLTRRAPPEPGPESGQARGEHT.... Result: 0 (no interaction). (10) The miRNA is mmu-miR-1983 with sequence CUCACCUGGAGCAUGUUUUCU. The protein sequence of the target gene is MDFLLLGLCLHWLLRRPSGVVLCLLGACFQMLPAAPSGCPGQCRCEGRLLYCEALNLTEAPHNLSGLLGLSLRYNSLSELRAGQFTGLMQLTWLYLDHNHICSVQGDAFQKLRRVKELTLSSNQITELANTTFRPMPNLRSVDLSYNKLQALAPDLFHGLRKLTTLHMRANAIQFVPVRIFQDCRSLKFLDIGYNQLKSLARNSFAGLFKLTELHLEHNDLIKVNFAHFPRLISLHSLCLRRNKVAIVVSSLDWVWNLEKMDLSGNEIEYMEPHVFETVPYLQTLQLDSNRLTYIEPRIL.... Result: 0 (no interaction).